Dataset: Full USPTO retrosynthesis dataset with 1.9M reactions from patents (1976-2016). Task: Predict the reactants needed to synthesize the given product. (1) Given the product [CH2:33]([NH:22][C:19]1[CH:20]=[CH:21][C:16]([C:13]2[S:12][C:11]([C:9]([NH:8][CH:3]([CH:2]([CH3:25])[CH3:1])[C:4]([O:6][CH3:7])=[O:5])=[O:10])=[N:15][CH:14]=2)=[CH:17][CH:18]=1)[C:34]1[CH:39]=[CH:38][CH:37]=[CH:36][CH:35]=1, predict the reactants needed to synthesize it. The reactants are: [CH3:1][CH:2]([CH3:25])[CH:3]([NH:8][C:9]([C:11]1[S:12][C:13]([C:16]2[CH:21]=[CH:20][C:19]([N+:22]([O-])=O)=[CH:18][CH:17]=2)=[CH:14][N:15]=1)=[O:10])[C:4]([O:6][CH3:7])=[O:5].C(N(CC)CC)C.[CH2:33](Br)[C:34]1[CH:39]=[CH:38][CH:37]=[CH:36][CH:35]=1. (2) Given the product [F:16][C:15]([F:18])([F:17])[O:14][C:11]1[CH:12]=[CH:13][C:8]([C:4]2[N:3]=[C:2]([C:24]3[CH:25]=[CH:26][C:21]([CH:19]=[O:20])=[CH:22][CH:23]=3)[CH:7]=[N:6][CH:5]=2)=[CH:9][CH:10]=1, predict the reactants needed to synthesize it. The reactants are: Cl[C:2]1[CH:7]=[N:6][CH:5]=[C:4]([C:8]2[CH:13]=[CH:12][C:11]([O:14][C:15]([F:18])([F:17])[F:16])=[CH:10][CH:9]=2)[N:3]=1.[CH:19]([C:21]1[CH:26]=[CH:25][C:24](B(O)O)=[CH:23][CH:22]=1)=[O:20]. (3) Given the product [CH:10]1([O:16][C:17]2[CH:18]=[CH:19][C:20]([C:23]3[C:24]4=[N:30][S:6](=[O:8])(=[O:7])[CH2:5][CH2:4][N:25]4[CH:26]=[C:27]([CH3:29])[N:28]=3)=[CH:21][CH:22]=2)[CH2:11][CH2:12][CH2:13][CH2:14][CH2:15]1, predict the reactants needed to synthesize it. The reactants are: [H-].[Na+].Cl[CH2:4][CH2:5][S:6](Cl)(=[O:8])=[O:7].[CH:10]1([O:16][C:17]2[CH:22]=[CH:21][C:20]([C:23]3[C:24]([NH2:30])=[N:25][CH:26]=[C:27]([CH3:29])[N:28]=3)=[CH:19][CH:18]=2)[CH2:15][CH2:14][CH2:13][CH2:12][CH2:11]1. (4) The reactants are: [NH2:1][C:2]1[CH:7]=[CH:6][C:5]([N:8]2[CH2:13][CH2:12][O:11][CH2:10][C:9]2=[O:14])=[CH:4][CH:3]=1.[O:15]1[CH2:17][C@@H:16]1[CH2:18][N:19]1[C:27](=[O:28])[C:26]2[C:21](=[CH:22][CH:23]=[CH:24][CH:25]=2)[C:20]1=[O:29]. Given the product [OH:15][C@H:16]([CH2:17][NH:1][C:2]1[CH:3]=[CH:4][C:5]([N:8]2[CH2:13][CH2:12][O:11][CH2:10][C:9]2=[O:14])=[CH:6][CH:7]=1)[CH2:18][N:19]1[C:20](=[O:29])[C:21]2[C:26](=[CH:25][CH:24]=[CH:23][CH:22]=2)[C:27]1=[O:28], predict the reactants needed to synthesize it.